From a dataset of Catalyst prediction with 721,799 reactions and 888 catalyst types from USPTO. Predict which catalyst facilitates the given reaction. (1) Reactant: [CH2:1]([C@@H:8]1[CH2:12][O:11][C:10](=[O:13])[N:9]1[C:14](=[O:19])[CH2:15][CH2:16][CH:17]=[CH2:18])[C:2]1[CH:7]=[CH:6][CH:5]=[CH:4][CH:3]=1.C[Si]([N-][Si](C)(C)C)(C)C.[Li+].Br[CH2:31][C:32]1[C:37]([Cl:38])=[CH:36][C:35]([C:39]2[CH:44]=[CH:43][C:42]([F:45])=[CH:41][CH:40]=2)=[CH:34][C:33]=1[Cl:46]. Product: [CH2:1]([C@@H:8]1[CH2:12][O:11][C:10](=[O:13])[N:9]1[C:14](=[O:19])[C@H:15]([CH2:31][C:32]1[C:33]([Cl:46])=[CH:34][C:35]([C:39]2[CH:40]=[CH:41][C:42]([F:45])=[CH:43][CH:44]=2)=[CH:36][C:37]=1[Cl:38])[CH2:16][CH:17]=[CH2:18])[C:2]1[CH:3]=[CH:4][CH:5]=[CH:6][CH:7]=1. The catalyst class is: 1. (2) Reactant: [CH2:1]([O:5][C:6]1[CH:11]=[C:10](S(C)(=O)=O)[N:9]=[CH:8][N:7]=1)[C:2]#[C:3][CH3:4].C(=O)([O-])[O-].[K+].[K+].[F:22][C:23]1[C:30]([F:31])=[CH:29][CH:28]=[CH:27][C:24]=1[CH2:25][OH:26].[Cl-].[NH4+]. Product: [F:22][C:23]1[C:30]([F:31])=[CH:29][CH:28]=[CH:27][C:24]=1[CH2:25][O:26][C:10]1[CH:11]=[C:6]([O:5][CH2:1][C:2]#[C:3][CH3:4])[N:7]=[CH:8][N:9]=1. The catalyst class is: 9. (3) Reactant: Cl.C(OC(=O)[NH:8][CH:9]1[CH2:14][CH2:13][CH2:12][C:11]([CH2:16][N:17]2[C:25]3[C:20](=[CH:21][CH:22]=[CH:23][CH:24]=3)[CH:19]=[N:18]2)([OH:15])[CH2:10]1)(C)(C)C. Product: [N:17]1([CH2:16][C:11]2([OH:15])[CH2:12][CH2:13][CH2:14][C@@H:9]([NH2:8])[CH2:10]2)[C:25]2[C:20](=[CH:21][CH:22]=[CH:23][CH:24]=2)[CH:19]=[N:18]1. The catalyst class is: 12. (4) Reactant: C([O:3][C:4]([C:6]1[N:7]=[C:8]([CH2:11][O:12][C:13]2[CH:18]=[CH:17][C:16](I)=[CH:15][CH:14]=2)[S:9][CH:10]=1)=[O:5])C.[CH2:20]1[O:28][C:27]2[CH:26]=[CH:25][C:24](B(O)O)=[CH:23][C:22]=2[O:21]1.C(=O)([O-])[O-].[K+].[K+]. Product: [O:21]1[C:22]2[CH:23]=[CH:24][C:25]([C:16]3[CH:15]=[CH:14][C:13]([O:12][CH2:11][C:8]4[S:9][CH:10]=[C:6]([C:4]([OH:3])=[O:5])[N:7]=4)=[CH:18][CH:17]=3)=[CH:26][C:27]=2[O:28][CH2:20]1. The catalyst class is: 38. (5) Reactant: [CH2:1]([N:8]1[CH2:12][CH2:11][CH:10]([CH2:13]Cl)[CH2:9]1)[C:2]1[CH:7]=[CH:6][CH:5]=[CH:4][CH:3]=1.[C-:15]#[N:16].[Na+].O. Product: [CH2:1]([N:8]1[CH2:12][CH2:11][CH:10]([CH2:13][C:15]#[N:16])[CH2:9]1)[C:2]1[CH:7]=[CH:6][CH:5]=[CH:4][CH:3]=1. The catalyst class is: 16. (6) Reactant: [CH3:1][O:2][C:3](=[O:37])[CH2:4][CH2:5][C@H:6]([C@@H:8]1[C@:25]2([CH3:26])[C@H:11]([C:12]3[C@H:22]([CH2:23][CH2:24]2)[C@:20]2([CH3:21])[C:15]([C:16]([CH3:36])([CH3:35])[C@@H:17]([O:27][Si](C(C)(C)C)(C)C)[CH2:18][CH2:19]2)=[CH:14][CH:13]=3)[CH2:10][CH2:9]1)[CH3:7].[CH:38]1C=CC=CC=1.Cl. Product: [CH2:1]([O:2][C:3](=[O:37])[CH2:4][CH2:5][C@H:6]([C@@H:8]1[C@:25]2([CH3:26])[C:11]([C:12]3[CH2:13][CH2:14][C@@H:15]4[C@:20]([C:22]=3[CH2:23][CH2:24]2)([CH3:21])[CH2:19][CH2:18][C@H:17]([OH:27])[C:16]4([CH3:35])[CH3:36])=[CH:10][CH2:9]1)[CH3:7])[CH3:38]. The catalyst class is: 8. (7) Reactant: [Br:1][C:2]1[CH:3]=[C:4]2[C:8](=[CH:9][CH:10]=1)[N:7]([CH2:11][O:12][C:13]1[CH:18]=[CH:17][C:16]([CH:19]([C:25]#[C:26][CH3:27])[CH2:20][C:21]([O:23]C)=[O:22])=[CH:15][CH:14]=1)[C:6](=[O:28])[C:5]2([CH3:30])[CH3:29].Cl.O. Product: [Br:1][C:2]1[CH:3]=[C:4]2[C:8](=[CH:9][CH:10]=1)[N:7]([CH2:11][O:12][C:13]1[CH:18]=[CH:17][C:16]([CH:19]([C:25]#[C:26][CH3:27])[CH2:20][C:21]([OH:23])=[O:22])=[CH:15][CH:14]=1)[C:6](=[O:28])[C:5]2([CH3:30])[CH3:29]. The catalyst class is: 36. (8) Reactant: [CH:1]([C:4]1[CH:9]=[CH:8][C:7]([CH:10]2[C:14]3[C:15]([CH3:29])=[C:16]([NH:21][C:22](=[O:28])[CH2:23][C:24]([CH3:27])([CH3:26])[CH3:25])[C:17]([CH3:20])=[C:18]([CH3:19])[C:13]=3[O:12][CH2:11]2)=[CH:6][CH:5]=1)([CH3:3])[CH3:2].[H-].[Na+].[CH3:32]I.O. Product: [CH:1]([C:4]1[CH:9]=[CH:8][C:7]([CH:10]2[C:14]3[C:15]([CH3:29])=[C:16]([N:21]([CH3:32])[C:22](=[O:28])[CH2:23][C:24]([CH3:27])([CH3:26])[CH3:25])[C:17]([CH3:20])=[C:18]([CH3:19])[C:13]=3[O:12][CH2:11]2)=[CH:6][CH:5]=1)([CH3:2])[CH3:3]. The catalyst class is: 3. (9) The catalyst class is: 2. Product: [O:27]([C:24]1[CH:25]=[CH:26][C:21]([C:15]2[C:16]([C:18]([NH2:19])=[O:20])=[CH:17][N:13]([CH:10]3[CH2:11][CH2:12][NH:8][CH2:9]3)[N:14]=2)=[CH:22][CH:23]=1)[C:28]1[CH:33]=[CH:32][CH:31]=[CH:30][CH:29]=1. Reactant: C(OC([N:8]1[CH2:12][CH2:11][CH:10]([N:13]2[CH:17]=[C:16]([C:18](=[O:20])[NH2:19])[C:15]([C:21]3[CH:26]=[CH:25][C:24]([O:27][C:28]4[CH:33]=[CH:32][CH:31]=[CH:30][CH:29]=4)=[CH:23][CH:22]=3)=[N:14]2)[CH2:9]1)=O)(C)(C)C.Cl.CCO. (10) Reactant: [C:1]([N:8]1[CH2:13][CH2:12][NH:11][CH2:10][CH2:9]1)([O:3][C:4]([CH3:7])([CH3:6])[CH3:5])=[O:2].[S:14]1[C:18]([CH:19]=O)=[CH:17][N:16]=[CH:15]1.C(O[BH-](OC(=O)C)OC(=O)C)(=O)C.[Na+]. The catalyst class is: 26. Product: [S:14]1[C:18]([CH2:19][N:11]2[CH2:10][CH2:9][N:8]([C:1]([O:3][C:4]([CH3:7])([CH3:6])[CH3:5])=[O:2])[CH2:13][CH2:12]2)=[CH:17][N:16]=[CH:15]1.